This data is from Reaction yield outcomes from USPTO patents with 853,638 reactions. The task is: Predict the reaction yield, written as a fraction of the theoretical maximum amount of product (1.0 means a 100% yield; for example, 0.34 means a 34% yield). The reactants are [CH2:1]([C:3]1[C:8]([C:9]#[N:10])=[C:7]([OH:11])[N:6]=[C:5]([CH3:12])[CH:4]=1)[CH3:2].N. The catalyst is CO.[Ni]. The product is [NH2:10][CH2:9][C:8]1[C:7]([OH:11])=[N:6][C:5]([CH3:12])=[CH:4][C:3]=1[CH2:1][CH3:2]. The yield is 0.879.